From a dataset of Full USPTO retrosynthesis dataset with 1.9M reactions from patents (1976-2016). Predict the reactants needed to synthesize the given product. (1) Given the product [F:19][C:2]([F:1])([O:7][C:8]1[CH:9]=[CH:10][C:11]([C:14]2[O:15][C:16]([C:21]3[CH:30]=[CH:29][C:24]([C:25]([O:27][CH3:28])=[O:26])=[CH:23][CH:22]=3)=[N:17][N:18]=2)=[CH:12][CH:13]=1)[C:3]([F:6])([F:5])[F:4], predict the reactants needed to synthesize it. The reactants are: [F:1][C:2]([F:19])([O:7][C:8]1[CH:13]=[CH:12][C:11]([C:14]2[O:15][CH:16]=[N:17][N:18]=2)=[CH:10][CH:9]=1)[C:3]([F:6])([F:5])[F:4].I[C:21]1[CH:30]=[CH:29][C:24]([C:25]([O:27][CH3:28])=[O:26])=[CH:23][CH:22]=1.N1C2C(=CC=C3C=2N=CC=C3)C=CC=1.C(=O)([O-])[O-].[Cs+].[Cs+]. (2) Given the product [ClH:27].[NH:29]1[CH2:34][CH2:33][CH:32]([O:35]/[N:36]=[C:19]2/[C:2]([CH3:26])([CH3:1])[CH:3]3[C@:16]([CH3:21])([CH2:17][CH2:18]/2)[C@@H:15]2[C@H:6]([C@H:7]4[C@@:11]([CH2:13][CH2:14]2)([CH3:12])[C@@H:10]([OH:22])[CH2:9][CH2:8]4)[C@H:5]([OH:23])[C@@H:4]3[CH2:24][OH:25])[CH2:31][CH2:30]1, predict the reactants needed to synthesize it. The reactants are: [CH3:1][C:2]1([CH3:26])[C:19](=O)[CH2:18][CH2:17][C@@:16]2([CH3:21])[CH:3]1[C@@H:4]([CH2:24][OH:25])[C@@H:5]([OH:23])[C@@H:6]1[C@@H:15]2[CH2:14][CH2:13][C@@:11]2([CH3:12])[C@H:7]1[CH2:8][CH2:9][C@@H:10]2[OH:22].[ClH:27].Cl.[NH:29]1[CH2:34][CH2:33][CH:32]([O:35][NH2:36])[CH2:31][CH2:30]1. (3) Given the product [OH:13][C:12]1([C:14]2[CH:19]=[CH:18][CH:17]=[CH:16][CH:15]=2)[C:6]2[C:1](=[CH:2][CH:3]=[CH:4][CH:5]=2)[NH:9][C:10]1=[O:11], predict the reactants needed to synthesize it. The reactants are: [C:1]1([Mg]Br)[CH:6]=[CH:5][CH:4]=[CH:3][CH:2]=1.[NH:9]1[C:19]2[C:14](=[CH:15][CH:16]=[CH:17][CH:18]=2)[C:12](=[O:13])[C:10]1=[O:11]. (4) Given the product [I:1][C:2]1[CH:11]=[CH:10][C:5]([O:6][CH2:7][C:8]2([NH2:9])[CH2:13][CH2:12]2)=[CH:4][CH:3]=1, predict the reactants needed to synthesize it. The reactants are: [I:1][C:2]1[CH:11]=[CH:10][C:5]([O:6][CH2:7][C:8]#[N:9])=[CH:4][CH:3]=1.[CH2:12]([Mg]Br)[CH3:13].[OH-].[Na+]. (5) Given the product [Cl:5][C:6]1[CH:7]=[C:8]([C@:13]([CH2:4][N+:1]([O-:3])=[O:2])([C:30]([F:31])([F:33])[F:32])[CH2:14][C:15]([C:17]2[CH:18]=[CH:19][C:20]([N:25]3[CH:29]=[N:28][CH:27]=[N:26]3)=[C:21]([CH:24]=2)[C:22]#[N:23])=[O:16])[CH:9]=[C:10]([Cl:12])[CH:11]=1, predict the reactants needed to synthesize it. The reactants are: [N+:1]([CH3:4])([O-:3])=[O:2].[Cl:5][C:6]1[CH:7]=[C:8](/[C:13](/[C:30]([F:33])([F:32])[F:31])=[CH:14]\[C:15]([C:17]2[CH:18]=[CH:19][C:20]([N:25]3[CH:29]=[N:28][CH:27]=[N:26]3)=[C:21]([CH:24]=2)[C:22]#[N:23])=[O:16])[CH:9]=[C:10]([Cl:12])[CH:11]=1.C(=O)([O-])[O-].[K+].[K+].O. (6) Given the product [Cl:21][C:12]1[CH:11]=[CH:10][C:8]2[CH2:9][CH:5]([CH2:4][NH2:1])[O:6][C:7]=2[C:13]=1[C:14]1[CH:19]=[CH:18][CH:17]=[CH:16][C:15]=1[Cl:20], predict the reactants needed to synthesize it. The reactants are: [N:1]([CH2:4][CH:5]1[CH2:9][C:8]2[CH:10]=[CH:11][C:12]([Cl:21])=[C:13]([C:14]3[CH:19]=[CH:18][CH:17]=[CH:16][C:15]=3[Cl:20])[C:7]=2[O:6]1)=[N+]=[N-].C1(P(C2C=CC=CC=2)C2C=CC=CC=2)C=CC=CC=1. (7) The reactants are: [CH3:1][N:2]1[CH:6]=[CH:5][C:4]([NH:7][C:8]([C:10]2[C:15](Br)=[CH:14][CH:13]=[C:12]([CH3:17])[N:11]=2)=[O:9])=[N:3]1.[NH2:18][C:19]1[CH:23]=[CH:22][N:21]([CH3:24])[N:20]=1.C(=O)([O-])[O-].[Cs+].[Cs+].CC1(C)C2C(=C(P(C3C=CC=CC=3)C3C=CC=CC=3)C=CC=2)OC2C(P(C3C=CC=CC=3)C3C=CC=CC=3)=CC=CC1=2.C(Cl)(Cl)Cl. Given the product [CH3:1][N:2]1[CH:6]=[CH:5][C:4]([NH:7][C:8]([C:10]2[C:15]([NH:18][C:19]3[CH:23]=[CH:22][N:21]([CH3:24])[N:20]=3)=[CH:14][CH:13]=[C:12]([CH3:17])[N:11]=2)=[O:9])=[N:3]1, predict the reactants needed to synthesize it.